Dataset: Full USPTO retrosynthesis dataset with 1.9M reactions from patents (1976-2016). Task: Predict the reactants needed to synthesize the given product. (1) Given the product [Cl:37][C:38]1[C:39]([C:48]([F:50])([F:49])[F:51])=[N:40][N:41]([CH2:44][C:45]([N:34]2[CH2:35][CH2:36][N:31]([C:25]3[CH:30]=[CH:29][CH:28]=[CH:27][CH:26]=3)[CH2:32][CH2:33]2)=[O:46])[C:42]=1[CH3:43], predict the reactants needed to synthesize it. The reactants are: CN(C(ON1N=NC2C=CC=NC1=2)=[N+](C)C)C.F[P-](F)(F)(F)(F)F.[C:25]1([N:31]2[CH2:36][CH2:35][NH:34][CH2:33][CH2:32]2)[CH:30]=[CH:29][CH:28]=[CH:27][CH:26]=1.[Cl:37][C:38]1[C:39]([C:48]([F:51])([F:50])[F:49])=[N:40][N:41]([CH2:44][C:45](O)=[O:46])[C:42]=1[CH3:43]. (2) Given the product [C:13]([S:32][CH2:33][CH2:34][NH:35][C:2]1[C:7]([C:8]([O:10][CH2:11][CH3:12])=[O:9])=[CH:6][N:5]=[CH:4][N:3]=1)([C:20]1[CH:21]=[CH:22][CH:23]=[CH:24][CH:25]=1)([C:26]1[CH:31]=[CH:30][CH:29]=[CH:28][CH:27]=1)[C:14]1[CH:19]=[CH:18][CH:17]=[CH:16][CH:15]=1, predict the reactants needed to synthesize it. The reactants are: Cl[C:2]1[C:7]([C:8]([O:10][CH2:11][CH3:12])=[O:9])=[CH:6][N:5]=[CH:4][N:3]=1.[C:13]([S:32][CH2:33][CH2:34][NH2:35])([C:26]1[CH:31]=[CH:30][CH:29]=[CH:28][CH:27]=1)([C:20]1[CH:25]=[CH:24][CH:23]=[CH:22][CH:21]=1)[C:14]1[CH:19]=[CH:18][CH:17]=[CH:16][CH:15]=1.C(N(CC)C(C)C)(C)C. (3) Given the product [OH:22][CH2:19][C:20]#[C:21][C:2]1[CH:3]=[C:4]([S:8]([NH2:11])(=[O:10])=[O:9])[CH:5]=[CH:6][CH:7]=1, predict the reactants needed to synthesize it. The reactants are: Br[C:2]1[CH:3]=[C:4]([S:8]([NH2:11])(=[O:10])=[O:9])[CH:5]=[CH:6][CH:7]=1.C(N(CC)CC)C.[C:19]([OH:22])#[C:20][CH3:21]. (4) Given the product [F:37][C:2]([F:1])([F:36])[CH:3]([C:30]1[CH:31]=[CH:32][N:33]=[CH:34][CH:35]=1)[O:4][C:5]1[C:6]([NH:15][S:16]([CH2:19][CH2:20][CH3:21])(=[O:18])=[O:17])=[N:7][C:8]2[C:13]([N:14]=1)=[CH:12][CH:11]=[CH:10][CH:9]=2, predict the reactants needed to synthesize it. The reactants are: [F:1][C:2]([F:37])([F:36])[CH:3]([C:30]1[CH:35]=[CH:34][N:33]=[CH:32][CH:31]=1)[O:4][C:5]1[C:6]([N:15](COCC[Si](C)(C)C)[S:16]([CH2:19][CH2:20][CH3:21])(=[O:18])=[O:17])=[N:7][C:8]2[C:13]([N:14]=1)=[CH:12][CH:11]=[CH:10][CH:9]=2. (5) Given the product [NH2:1][C:4]1[C:9]([CH2:10][CH2:11][CH3:12])=[C:8]([CH2:13][N:14]2[CH:18]=[CH:17][N:16]=[C:15]2[C:19]2[CH:24]=[CH:23][CH:22]=[C:21]([F:25])[N:20]=2)[N:7]=[C:6]([CH3:26])[N:5]=1, predict the reactants needed to synthesize it. The reactants are: [N:1]([C:4]1[C:9]([CH2:10][CH2:11][CH3:12])=[C:8]([CH2:13][N:14]2[CH:18]=[CH:17][N:16]=[C:15]2[C:19]2[CH:24]=[CH:23][CH:22]=[C:21]([F:25])[N:20]=2)[N:7]=[C:6]([CH3:26])[N:5]=1)=[N+]=[N-]. (6) Given the product [CH3:77][N:74]1[C:75]([CH3:76])=[C:71]([CH2:70][NH:69][C:29]([C:12]2[CH:13]=[C:14]([C:16]3[CH:17]=[CH:18][C:19]([CH2:22][N:23]4[CH2:24][CH2:25][O:26][CH2:27][CH2:28]4)=[CH:20][CH:21]=3)[CH:15]=[C:10]([N:9]([C@H:6]3[CH2:5][CH2:4][C@H:3]([N:2]([CH3:36])[CH3:1])[CH2:8][CH2:7]3)[CH2:33][CH2:34][CH3:35])[C:11]=2[CH3:32])=[O:30])[C:72](=[O:78])[NH:73]1, predict the reactants needed to synthesize it. The reactants are: [CH3:1][N:2]([CH3:36])[C@H:3]1[CH2:8][CH2:7][C@H:6]([N:9]([CH2:33][CH2:34][CH3:35])[C:10]2[C:11]([CH3:32])=[C:12]([C:29](O)=[O:30])[CH:13]=[C:14]([C:16]3[CH:21]=[CH:20][C:19]([CH2:22][N:23]4[CH2:28][CH2:27][O:26][CH2:25][CH2:24]4)=[CH:18][CH:17]=3)[CH:15]=2)[CH2:5][CH2:4]1.CN(C(ON1N=NC2C=CC=CC1=2)=[N+](C)C)C.[B-](F)(F)(F)F.CCN(C(C)C)C(C)C.Cl.[NH2:69][CH2:70][C:71]1[C:72](=[O:78])[NH:73][N:74]([CH3:77])[C:75]=1[CH3:76]. (7) Given the product [CH2:22]([O:21][C:10]1([O:9][CH2:7][CH3:8])[CH2:15][NH:14][CH:13]([CH2:16][OH:17])[CH2:12][CH2:11]1)[CH3:23], predict the reactants needed to synthesize it. The reactants are: [H-].[H-].[H-].[H-].[Li+].[Al+3].[CH2:7]([O:9][C:10]1([O:21][CH2:22][CH3:23])[CH2:15][NH:14][CH:13]([C:16](OCC)=[O:17])[CH2:12][CH2:11]1)[CH3:8]. (8) Given the product [F:1][C:2]1[CH:7]=[CH:6][C:5]([O:8][CH3:9])=[CH:4][C:3]=1[C:10]1[CH:15]=[CH:14][C:13]([C:16]([O:18][CH3:19])=[O:17])=[CH:12][C:11]=1[CH:20]1[CH:21]([CH3:30])[CH2:22][CH:23]=[CH:24]1, predict the reactants needed to synthesize it. The reactants are: [F:1][C:2]1[CH:7]=[CH:6][C:5]([O:8][CH3:9])=[CH:4][C:3]=1[C:10]1[CH:15]=[CH:14][C:13]([C:16]([O:18][CH3:19])=[O:17])=[CH:12][C:11]=1[CH:20]1[CH:24](OS(C)(=O)=O)[CH2:23][CH2:22][CH:21]1[CH3:30].C1CCN2C(=NCCC2)CC1. (9) Given the product [O:18]=[C:17]([C:19]1[CH:24]=[CH:23][N:22]=[N:21][CH:20]=1)[CH2:16][CH:15]([C:12]1[CH:11]=[CH:10][C:9]([C:35]2[CH:43]=[CH:42][C:38]([C:39]([OH:41])=[O:40])=[CH:37][CH:36]=2)=[CH:14][CH:13]=1)[C:25]1[CH:30]=[CH:29][CH:28]=[CH:27][C:26]=1[CH3:31], predict the reactants needed to synthesize it. The reactants are: O.C(=O)([O-])[O-].[Na+].[Na+].Br[C:9]1[CH:14]=[CH:13][C:12]([CH:15]([C:25]2[CH:30]=[CH:29][CH:28]=[CH:27][C:26]=2[CH3:31])[CH2:16][C:17]([C:19]2[CH:24]=[CH:23][N:22]=[N:21][CH:20]=2)=[O:18])=[CH:11][CH:10]=1.B([C:35]1[CH:43]=[CH:42][C:38]([C:39]([OH:41])=[O:40])=[CH:37][CH:36]=1)(O)O. (10) Given the product [N:10]12[CH2:11][CH2:12][C:13]([C:18]([C:6]3[CH:5]=[CH:4][CH:3]=[C:2]([F:1])[CH:7]=3)([C:4]3[CH:5]=[CH:6][CH:7]=[C:2]([F:1])[CH:3]=3)[OH:20])([CH2:14][CH2:15]1)[CH2:16][CH2:17]2, predict the reactants needed to synthesize it. The reactants are: [F:1][C:2]1[CH:3]=[C:4]([Mg]Br)[CH:5]=[CH:6][CH:7]=1.[N:10]12[CH2:17][CH2:16][C:13]([C:18]([O:20]CC)=O)([CH2:14][CH2:15]1)[CH2:12][CH2:11]2.